Regression. Given two drug SMILES strings and cell line genomic features, predict the synergy score measuring deviation from expected non-interaction effect. From a dataset of NCI-60 drug combinations with 297,098 pairs across 59 cell lines. (1) Drug 1: C1CN1C2=NC(=NC(=N2)N3CC3)N4CC4. Drug 2: C1=C(C(=O)NC(=O)N1)N(CCCl)CCCl. Cell line: A549. Synergy scores: CSS=36.9, Synergy_ZIP=-1.62, Synergy_Bliss=-0.910, Synergy_Loewe=-16.9, Synergy_HSA=2.03. (2) Drug 1: CC1C(C(=O)NC(C(=O)N2CCCC2C(=O)N(CC(=O)N(C(C(=O)O1)C(C)C)C)C)C(C)C)NC(=O)C3=C4C(=C(C=C3)C)OC5=C(C(=O)C(=C(C5=N4)C(=O)NC6C(OC(=O)C(N(C(=O)CN(C(=O)C7CCCN7C(=O)C(NC6=O)C(C)C)C)C)C(C)C)C)N)C. Drug 2: C(CC(=O)O)C(=O)CN.Cl. Cell line: CCRF-CEM. Synergy scores: CSS=23.8, Synergy_ZIP=-1.69, Synergy_Bliss=-0.840, Synergy_Loewe=-7.27, Synergy_HSA=1.86. (3) Drug 1: CC1=C(C(CCC1)(C)C)C=CC(=CC=CC(=CC(=O)O)C)C. Drug 2: CCC1=C2CN3C(=CC4=C(C3=O)COC(=O)C4(CC)O)C2=NC5=C1C=C(C=C5)O. Cell line: MOLT-4. Synergy scores: CSS=48.8, Synergy_ZIP=3.30, Synergy_Bliss=2.22, Synergy_Loewe=-30.6, Synergy_HSA=0.157. (4) Drug 1: C1=NC2=C(N=C(N=C2N1C3C(C(C(O3)CO)O)O)F)N. Drug 2: CC1CCC2CC(C(=CC=CC=CC(CC(C(=O)C(C(C(=CC(C(=O)CC(OC(=O)C3CCCCN3C(=O)C(=O)C1(O2)O)C(C)CC4CCC(C(C4)OC)O)C)C)O)OC)C)C)C)OC. Cell line: UACC-257. Synergy scores: CSS=-2.80, Synergy_ZIP=3.27, Synergy_Bliss=2.16, Synergy_Loewe=-0.866, Synergy_HSA=-1.51. (5) Drug 1: CC12CCC3C(C1CCC2O)C(CC4=C3C=CC(=C4)O)CCCCCCCCCS(=O)CCCC(C(F)(F)F)(F)F. Drug 2: CC(C)NC(=O)C1=CC=C(C=C1)CNNC.Cl. Cell line: OVCAR-8. Synergy scores: CSS=-8.04, Synergy_ZIP=4.95, Synergy_Bliss=4.33, Synergy_Loewe=-4.57, Synergy_HSA=-4.27. (6) Drug 1: CC1=CC2C(CCC3(C2CCC3(C(=O)C)OC(=O)C)C)C4(C1=CC(=O)CC4)C. Drug 2: CN(C(=O)NC(C=O)C(C(C(CO)O)O)O)N=O. Cell line: NCI-H322M. Synergy scores: CSS=-5.05, Synergy_ZIP=1.93, Synergy_Bliss=-2.53, Synergy_Loewe=-6.67, Synergy_HSA=-6.82. (7) Drug 1: C1=NC(=NC(=O)N1C2C(C(C(O2)CO)O)O)N. Drug 2: CC1C(C(CC(O1)OC2CC(OC(C2O)C)OC3=CC4=CC5=C(C(=O)C(C(C5)C(C(=O)C(C(C)O)O)OC)OC6CC(C(C(O6)C)O)OC7CC(C(C(O7)C)O)OC8CC(C(C(O8)C)O)(C)O)C(=C4C(=C3C)O)O)O)O. Cell line: IGROV1. Synergy scores: CSS=22.5, Synergy_ZIP=-3.49, Synergy_Bliss=-0.694, Synergy_Loewe=-2.95, Synergy_HSA=-0.131. (8) Drug 1: COC1=C(C=C2C(=C1)N=CN=C2NC3=CC(=C(C=C3)F)Cl)OCCCN4CCOCC4. Drug 2: CS(=O)(=O)OCCCCOS(=O)(=O)C. Cell line: SF-539. Synergy scores: CSS=20.0, Synergy_ZIP=-4.64, Synergy_Bliss=4.84, Synergy_Loewe=5.98, Synergy_HSA=6.05. (9) Drug 1: C1CN1P(=S)(N2CC2)N3CC3. Drug 2: C1=CC=C(C=C1)NC(=O)CCCCCCC(=O)NO. Cell line: A549. Synergy scores: CSS=28.0, Synergy_ZIP=-6.74, Synergy_Bliss=2.95, Synergy_Loewe=-1.09, Synergy_HSA=2.63.